Task: Predict hERG channel inhibition at various concentrations.. Dataset: hERG Central: cardiac toxicity at 1µM, 10µM, and general inhibition (1) The compound is OCCC1CN(Cc2cccc(OC3CCCC3)c2)CCN1Cc1ccsc1. Results: hERG_inhib (hERG inhibition (general)): blocker. (2) The compound is O=C(COc1ccc(Cl)cc1)N1CCN(C2CCCC2)CC1.O=C(O)C(=O)O. Results: hERG_inhib (hERG inhibition (general)): blocker. (3) The compound is O=C(CSc1ccccc1)N1CCCC(N2CCN(c3cccc(Cl)c3)CC2)C1. Results: hERG_inhib (hERG inhibition (general)): blocker. (4) The drug is Cn1c(CCN2CCCCC2)nc2cc(NS(=O)(=O)c3ccccc3)ccc21. Results: hERG_inhib (hERG inhibition (general)): blocker. (5) The compound is CCCCCCCNC(=O)C1(CC2CC(c3cccc(Br)c3)=NO2)CCNCC1. Results: hERG_inhib (hERG inhibition (general)): blocker. (6) The compound is COc1ccc(CC2(CO)CCN(Cc3cccc4nccnc34)CC2)cc1. Results: hERG_inhib (hERG inhibition (general)): blocker. (7) The compound is Cc1nn(Cc2ccccc2)c(C)c1C(=O)N1CCN(CC(=O)Nc2ccc(F)cc2)CC1. Results: hERG_inhib (hERG inhibition (general)): blocker.